Dataset: Reaction yield outcomes from USPTO patents with 853,638 reactions. Task: Predict the reaction yield, written as a fraction of the theoretical maximum amount of product (1.0 means a 100% yield; for example, 0.34 means a 34% yield). (1) The reactants are CCN(C(C)C)C(C)C.[CH2:10]([O:12][C:13]([C:15]1[C:19]2[CH:20]=[C:21]([C:30]3[CH:31]=[C:32]([CH:36]=[CH:37][CH:38]=3)[C:33]([OH:35])=O)[C:22]([N:24]([CH3:29])[S:25]([CH3:28])(=[O:27])=[O:26])=[CH:23][C:18]=2[O:17][C:16]=1[C:39]1[CH:44]=[CH:43][C:42]([F:45])=[CH:41][CH:40]=1)=[O:14])[CH3:11].[C:46]1([C:52]([NH2:55])([CH3:54])[CH3:53])[CH:51]=[CH:50][CH:49]=[CH:48][CH:47]=1.CN(C(ON1N=NC2C=CC=NC1=2)=[N+](C)C)C.F[P-](F)(F)(F)(F)F. The catalyst is CN(C=O)C.CCOC(C)=O. The product is [F:45][C:42]1[CH:41]=[CH:40][C:39]([C:16]2[O:17][C:18]3[CH:23]=[C:22]([N:24]([CH3:29])[S:25]([CH3:28])(=[O:27])=[O:26])[C:21]([C:30]4[CH:38]=[CH:37][CH:36]=[C:32]([C:33](=[O:35])[NH:55][C:52]([C:46]5[CH:51]=[CH:50][CH:49]=[CH:48][CH:47]=5)([CH3:54])[CH3:53])[CH:31]=4)=[CH:20][C:19]=3[C:15]=2[C:13]([O:12][CH2:10][CH3:11])=[O:14])=[CH:44][CH:43]=1. The yield is 0.810. (2) The reactants are [C:1]([C:5]1[CH:23]=[CH:22][C:8]([C:9]([NH:11][C:12]2[N:13]=[C:14]3[CH:19]=[CH:18][C:17](Br)=[CH:16][N:15]3[CH:21]=2)=[O:10])=[CH:7][CH:6]=1)([CH3:4])([CH3:3])[CH3:2].[N:24]1[CH:29]=[CH:28][CH:27]=[C:26](B(O)O)[CH:25]=1.C(=O)([O-])[O-].[Na+].[Na+].O. The catalyst is COCCOC.C1C=CC([P]([Pd]([P](C2C=CC=CC=2)(C2C=CC=CC=2)C2C=CC=CC=2)([P](C2C=CC=CC=2)(C2C=CC=CC=2)C2C=CC=CC=2)[P](C2C=CC=CC=2)(C2C=CC=CC=2)C2C=CC=CC=2)(C2C=CC=CC=2)C2C=CC=CC=2)=CC=1. The product is [C:1]([C:5]1[CH:23]=[CH:22][C:8]([C:9]([NH:11][C:12]2[N:13]=[C:14]3[CH:19]=[CH:18][C:17]([C:26]4[CH:25]=[N:24][CH:29]=[CH:28][CH:27]=4)=[CH:16][N:15]3[CH:21]=2)=[O:10])=[CH:7][CH:6]=1)([CH3:4])([CH3:3])[CH3:2]. The yield is 0.380.